The task is: Predict which catalyst facilitates the given reaction.. This data is from Catalyst prediction with 721,799 reactions and 888 catalyst types from USPTO. (1) Reactant: [CH3:1]/[C:2](/[C:13]1[O:14][CH:15]=[CH:16][CH:17]=1)=[CH:3]\[CH2:4][CH2:5][CH2:6][CH2:7][CH2:8][CH2:9][CH2:10][CH2:11][CH3:12].C/C(/C1OC=CC=1)=C/CCCCCCCCC.C=C(C1OC=CC=1)CCCCCCCCCC. Product: [CH3:1][CH:2]([C:13]1[O:14][CH:15]=[CH:16][CH:17]=1)[CH2:3][CH2:4][CH2:5][CH2:6][CH2:7][CH2:8][CH2:9][CH2:10][CH2:11][CH3:12]. The catalyst class is: 45. (2) Reactant: CC1C=CC(S(O[C@H:12]2[CH2:15][C@@H:14]([NH:16][C:17]([O:19][CH2:20][C:21]3[CH:26]=[CH:25][CH:24]=[CH:23][CH:22]=3)=[O:18])[CH2:13]2)(=O)=O)=CC=1.[O:27]1[C:35]2[C:30](=[N:31][CH:32]=[CH:33][CH:34]=2)[NH:29][C:28]1=[O:36].C(=O)([O-])[O-].[K+].[K+]. Product: [O:36]=[C:28]1[N:29]([C@H:12]2[CH2:13][C@H:14]([NH:16][C:17](=[O:18])[O:19][CH2:20][C:21]3[CH:22]=[CH:23][CH:24]=[CH:25][CH:26]=3)[CH2:15]2)[C:30]2=[N:31][CH:32]=[CH:33][CH:34]=[C:35]2[O:27]1. The catalyst class is: 204. (3) Reactant: [NH2:1][C:2]1[CH:3]=[C:4]([C:8]2[C:16]([C:17]3[CH:22]=[CH:21][N:20]=[C:19]([NH:23][C:24]4[CH:29]=[CH:28][CH:27]=[C:26]([F:30])[CH:25]=4)[N:18]=3)=[C:11]3[CH:12]=[CH:13][CH:14]=[CH:15][N:10]3[N:9]=2)[CH:5]=[CH:6][CH:7]=1.[Cl:31][C:32]1[CH:40]=[CH:39][CH:38]=[C:37]([F:41])[C:33]=1[C:34](Cl)=[O:35]. Product: [Cl:31][C:32]1[CH:40]=[CH:39][CH:38]=[C:37]([F:41])[C:33]=1[C:34]([NH:1][C:2]1[CH:7]=[CH:6][CH:5]=[C:4]([C:8]2[C:16]([C:17]3[CH:22]=[CH:21][N:20]=[C:19]([NH:23][C:24]4[CH:29]=[CH:28][CH:27]=[C:26]([F:30])[CH:25]=4)[N:18]=3)=[C:11]3[CH:12]=[CH:13][CH:14]=[CH:15][N:10]3[N:9]=2)[CH:3]=1)=[O:35]. The catalyst class is: 1. (4) Reactant: C[Mg]Cl.[CH2:4]([N:11]1[CH2:16][CH2:15][C:14]([N:19]2[CH2:24][CH2:23][N:22]([CH3:25])[CH2:21][CH2:20]2)([C:17]#N)[CH2:13][CH2:12]1)[C:5]1[CH:10]=[CH:9][CH:8]=[CH:7][CH:6]=1.[NH4+].[Cl-]. Product: [CH2:4]([N:11]1[CH2:16][CH2:15][C:14]([N:19]2[CH2:20][CH2:21][N:22]([CH3:25])[CH2:23][CH2:24]2)([CH3:17])[CH2:13][CH2:12]1)[C:5]1[CH:10]=[CH:9][CH:8]=[CH:7][CH:6]=1. The catalyst class is: 1. (5) Reactant: [CH3:1][CH:2]([C:4](=[O:11])[CH2:5][C:6](=[O:10])[CH:7]([CH3:9])[CH3:8])[CH3:3].[H-].[Na+].Br[CH2:15][C:16]([O:18][C:19]([CH3:22])([CH3:21])[CH3:20])=[O:17]. Product: [CH3:8][CH:7]([CH3:9])[C:6](=[O:10])[CH:5]([C:4](=[O:11])[CH:2]([CH3:1])[CH3:3])[CH2:15][C:16]([O:18][C:19]([CH3:22])([CH3:21])[CH3:20])=[O:17]. The catalyst class is: 9. (6) Reactant: [CH2:1]([CH:8]([C:14](=O)[CH3:15])[C:9]([O:11]CC)=O)[C:2]1[CH:7]=[CH:6][CH:5]=[CH:4][CH:3]=1.[NH2:17][C:18]1[C:22]([C:23]([O:25][CH2:26][CH3:27])=[O:24])=[CH:21][NH:20][N:19]=1. Product: [CH2:1]([C:8]1[C:14]([CH3:15])=[N:17][C:18]2[N:19]([N:20]=[CH:21][C:22]=2[C:23]([O:25][CH2:26][CH3:27])=[O:24])[C:9]=1[OH:11])[C:2]1[CH:3]=[CH:4][CH:5]=[CH:6][CH:7]=1. The catalyst class is: 313. (7) Reactant: [Cl:1][C:2]1[CH:7]=[C:6](F)[CH:5]=[CH:4][C:3]=1[C:9]([F:12])([F:11])[F:10].[CH3:13][Si:14]([CH3:19])([CH3:18])[CH2:15][CH2:16][OH:17].[H-].[Na+].S([O-])(O)(=O)=O.[K+]. Product: [Cl:1][C:2]1[CH:7]=[C:6]([CH:5]=[CH:4][C:3]=1[C:9]([F:12])([F:11])[F:10])[O:17][CH2:16][CH2:15][Si:14]([CH3:19])([CH3:18])[CH3:13]. The catalyst class is: 7. (8) Reactant: C([O:3][C:4]([C:6]1[C:11]([NH2:12])=[N:10][C:9]([C:13]([F:16])([F:15])[F:14])=[C:8]([Br:17])[N:7]=1)=O)C.O.[NH2:19][NH2:20].O. Product: [NH2:12][C:11]1[C:6]([C:4]([NH:19][NH2:20])=[O:3])=[N:7][C:8]([Br:17])=[C:9]([C:13]([F:16])([F:15])[F:14])[N:10]=1. The catalyst class is: 14.